This data is from Catalyst prediction with 721,799 reactions and 888 catalyst types from USPTO. The task is: Predict which catalyst facilitates the given reaction. Reactant: [N:1]1[CH:6]=[CH:5][C:4]([C:7]2[C:15]3[C:10](=[CH:11][CH:12]=[C:13]([NH:16][C:17]([C:19]4[CH:28]=[CH:27][C:22]([C:23]([O:25]C)=[O:24])=[CH:21][CH:20]=4)=[O:18])[CH:14]=3)[NH:9][N:8]=2)=[CH:3][CH:2]=1.O.[OH-].[Li+]. Product: [N:1]1[CH:2]=[CH:3][C:4]([C:7]2[C:15]3[C:10](=[CH:11][CH:12]=[C:13]([NH:16][C:17]([C:19]4[CH:20]=[CH:21][C:22]([C:23]([OH:25])=[O:24])=[CH:27][CH:28]=4)=[O:18])[CH:14]=3)[NH:9][N:8]=2)=[CH:5][CH:6]=1. The catalyst class is: 7.